From a dataset of Full USPTO retrosynthesis dataset with 1.9M reactions from patents (1976-2016). Predict the reactants needed to synthesize the given product. (1) Given the product [OH:1][C:2]1[CH:3]=[CH:4][C:5]([S:8][CH2:9][CH2:10][CH2:11][C:12]([N:16]([CH3:15])[CH2:17][C:18]2[CH:23]=[CH:22][CH:21]=[CH:20][N:19]=2)=[O:14])=[CH:6][CH:7]=1, predict the reactants needed to synthesize it. The reactants are: [OH:1][C:2]1[CH:7]=[CH:6][C:5]([S:8][CH2:9][CH2:10][CH2:11][C:12]([OH:14])=O)=[CH:4][CH:3]=1.[CH3:15][NH:16][CH2:17][C:18]1[CH:23]=[CH:22][CH:21]=[CH:20][N:19]=1. (2) Given the product [CH3:18][O:17][C:13]1[CH:12]=[C:11]([C:6]2[C:7]3[CH2:8][CH2:9][N:25]([C:26]4[CH:27]=[N:28][CH:29]=[CH:30][CH:31]=4)[C:2]=3[N:3]=[C:4]([N:19]3[CH2:24][CH2:23][O:22][CH2:21][CH2:20]3)[N:5]=2)[CH:16]=[CH:15][CH:14]=1, predict the reactants needed to synthesize it. The reactants are: Cl[C:2]1[C:7]([CH2:8][CH2:9]Cl)=[C:6]([C:11]2[CH:16]=[CH:15][CH:14]=[C:13]([O:17][CH3:18])[CH:12]=2)[N:5]=[C:4]([N:19]2[CH2:24][CH2:23][O:22][CH2:21][CH2:20]2)[N:3]=1.[NH2:25][C:26]1[CH:27]=[N:28][CH:29]=[CH:30][CH:31]=1. (3) The reactants are: Br[C:2]1[CH:3]=[CH:4][C:5]([C:8]#[C:9][C:10]2[CH:23]=[CH:22][C:13]([O:14][CH2:15][CH2:16][N:17]([CH2:20][CH3:21])[CH2:18][CH3:19])=[CH:12][CH:11]=2)=[N:6][CH:7]=1.[CH3:24][O:25][C:26]1[CH:31]=[CH:30][C:29](OB(O)O)=[CH:28][CH:27]=1.C([O-])([O-])=O.[Na+].[Na+]. Given the product [CH2:18]([N:17]([CH2:20][CH3:21])[CH2:16][CH2:15][O:14][C:13]1[CH:22]=[CH:23][C:10]([C:9]#[C:8][C:5]2[CH:4]=[CH:3][C:2]([C:29]3[CH:30]=[CH:31][C:26]([O:25][CH3:24])=[CH:27][CH:28]=3)=[CH:7][N:6]=2)=[CH:11][CH:12]=1)[CH3:19], predict the reactants needed to synthesize it. (4) Given the product [I:11][C:4]1[S:3][C:2]([NH:1][C:15](=[O:16])[C:14]2[C:13]([Cl:12])=[CH:21][CH:20]=[CH:19][C:18]=2[Cl:22])=[N:6][C:5]=1[C:7]([F:10])([F:8])[F:9], predict the reactants needed to synthesize it. The reactants are: [NH2:1][C:2]1[S:3][C:4]([I:11])=[C:5]([C:7]([F:10])([F:9])[F:8])[N:6]=1.[Cl:12][C:13]1[CH:21]=[CH:20][CH:19]=[C:18]([Cl:22])[C:14]=1[C:15](Cl)=[O:16].Cl. (5) Given the product [Br:1][C:2]1[N:7]=[C:6]([C:8]([C:10]2[C:11]([Cl:17])=[N:12][C:13]([Cl:16])=[N:14][CH:15]=2)=[O:9])[CH:5]=[CH:4][CH:3]=1, predict the reactants needed to synthesize it. The reactants are: [Br:1][C:2]1[N:7]=[C:6]([CH:8]([C:10]2[C:11]([Cl:17])=[N:12][C:13]([Cl:16])=[N:14][CH:15]=2)[OH:9])[CH:5]=[CH:4][CH:3]=1.C([O-])(O)=O.[Na+].CC1(C)N([O])C(C)(C)CCC1.[O-]Cl.[Na+]. (6) Given the product [CH3:12][O:1][C:2]1[C:3]([N+:9]([O-:11])=[O:10])=[N:4][CH:5]=[CH:6][C:7]=1[CH3:8], predict the reactants needed to synthesize it. The reactants are: [OH:1][C:2]1[C:3]([N+:9]([O-:11])=[O:10])=[N:4][CH:5]=[CH:6][C:7]=1[CH3:8].[C:12](=O)([O-])[O-].[Cs+].[Cs+].CI.C(OCC)(=O)C. (7) Given the product [Br:1][C:2]1[S:6][C:5]([C:7](=[N:17][OH:18])[NH2:8])=[N:4][C:3]=1[CH2:9][CH:10]1[CH2:15][CH2:14][CH2:13][CH2:12][CH2:11]1, predict the reactants needed to synthesize it. The reactants are: [Br:1][C:2]1[S:6][C:5]([C:7]#[N:8])=[N:4][C:3]=1[CH2:9][CH:10]1[CH2:15][CH2:14][CH2:13][CH2:12][CH2:11]1.Cl.[NH2:17][OH:18].